Dataset: Forward reaction prediction with 1.9M reactions from USPTO patents (1976-2016). Task: Predict the product of the given reaction. (1) The product is: [CH3:7][O:8][CH2:9][C@H:10]([CH3:45])[O:11][C:12]1[CH:13]=[C:14]([C:29]2[NH:33][C:32]([C:34]3[N:35]=[CH:36][C:37]([CH2:38][OH:39])=[CH:43][CH:44]=3)=[CH:31][CH:30]=2)[CH:15]=[C:16]([O:18][C:19]2[CH:20]=[CH:21][C:22]([S:25]([CH3:28])(=[O:26])=[O:27])=[CH:23][CH:24]=2)[CH:17]=1. Given the reactants [H-].[Al+3].[Li+].[H-].[H-].[H-].[CH3:7][O:8][CH2:9][C@H:10]([CH3:45])[O:11][C:12]1[CH:13]=[C:14]([C:29]2[NH:33][C:32]([C:34]3[CH:44]=[CH:43][C:37]([C:38](OCC)=[O:39])=[CH:36][N:35]=3)=[CH:31][CH:30]=2)[CH:15]=[C:16]([O:18][C:19]2[CH:24]=[CH:23][C:22]([S:25]([CH3:28])(=[O:27])=[O:26])=[CH:21][CH:20]=2)[CH:17]=1.O.[OH-].[Na+], predict the reaction product. (2) Given the reactants Br[C:2]1[CH:3]=[C:4]2[C:10]([C:11]3[CH:12]=[N:13][N:14]([CH2:16][C:17]4[CH:22]=[CH:21][CH:20]=[C:19]([F:23])[CH:18]=4)[CH:15]=3)=[CH:9][N:8]([S:24]([C:27]3[CH:33]=[CH:32][C:30]([CH3:31])=[CH:29][CH:28]=3)(=[O:26])=[O:25])[C:5]2=[N:6][CH:7]=1.[F:34][C:35]1[CH:40]=[CH:39][C:38](B2OC(C)(C)C(C)(C)O2)=[CH:37][C:36]=1[NH:50][S:51]([CH3:54])(=[O:53])=[O:52].C(=O)([O-])[O-].[Na+].[Na+], predict the reaction product. The product is: [F:34][C:35]1[CH:40]=[CH:39][C:38]([C:2]2[CH:3]=[C:4]3[C:10]([C:11]4[CH:12]=[N:13][N:14]([CH2:16][C:17]5[CH:22]=[CH:21][CH:20]=[C:19]([F:23])[CH:18]=5)[CH:15]=4)=[CH:9][N:8]([S:24]([C:27]4[CH:33]=[CH:32][C:30]([CH3:31])=[CH:29][CH:28]=4)(=[O:25])=[O:26])[C:5]3=[N:6][CH:7]=2)=[CH:37][C:36]=1[NH:50][S:51]([CH3:54])(=[O:53])=[O:52]. (3) Given the reactants [Cl:1][C:2]1[C:11]2[C:6](=[CH:7][CH:8]=[CH:9][CH:10]=2)[N:5]=[CH:4][CH:3]=1.S(=O)(=O)(O)O.[N+:17]([O-])([OH:19])=[O:18].[OH-].[NH4+], predict the reaction product. The product is: [Cl:1][C:2]1[C:11]2[C:6](=[C:7]([N+:17]([O-:19])=[O:18])[CH:8]=[CH:9][CH:10]=2)[N:5]=[CH:4][CH:3]=1. (4) Given the reactants [CH2:1]([O:8][CH2:9][CH2:10][O:11][CH2:12][CH2:13][O:14][CH2:15][CH2:16][O:17][CH2:18][CH2:19][O:20][CH2:21][CH2:22]O)[C:2]1[CH:7]=[CH:6][CH:5]=[CH:4][CH:3]=1.C(Br)(Br)(Br)[Br:25].C1(P(C2C=CC=CC=2)C2C=CC=CC=2)C=CC=CC=1, predict the reaction product. The product is: [Br:25][CH2:22][CH2:21][O:20][CH2:19][CH2:18][O:17][CH2:16][CH2:15][O:14][CH2:13][CH2:12][O:11][CH2:10][CH2:9][O:8][CH2:1][C:2]1[CH:7]=[CH:6][CH:5]=[CH:4][CH:3]=1. (5) Given the reactants [CH2:1]([O:8][C:9]1[CH:17]=[C:16]([O:18][CH2:19][C:20]2[CH:25]=[CH:24][CH:23]=[CH:22][CH:21]=2)[C:15]([CH:26]([CH3:28])[CH3:27])=[CH:14][C:10]=1[C:11](Cl)=[O:12])[C:2]1[CH:7]=[CH:6][CH:5]=[CH:4][CH:3]=1.[CH3:29][N:30]([CH3:39])[CH2:31][CH2:32][N:33]1[CH2:38][CH2:37][NH:36][CH2:35][CH2:34]1.C(N(CC)CC)C, predict the reaction product. The product is: [CH2:1]([O:8][C:9]1[CH:17]=[C:16]([O:18][CH2:19][C:20]2[CH:25]=[CH:24][CH:23]=[CH:22][CH:21]=2)[C:15]([CH:26]([CH3:28])[CH3:27])=[CH:14][C:10]=1[C:11]([N:36]1[CH2:37][CH2:38][N:33]([CH2:32][CH2:31][N:30]([CH3:39])[CH3:29])[CH2:34][CH2:35]1)=[O:12])[C:2]1[CH:7]=[CH:6][CH:5]=[CH:4][CH:3]=1. (6) Given the reactants [F:1][C:2]([F:41])([F:40])[C:3]1[CH:4]=[C:5]([C@H:13]2[O:17][C:16](=[O:18])[N:15]([CH2:19][C:20]3[C:21]([NH:30][CH:31]4[CH2:36][CH2:35][S:34][CH:33]([CH2:37][CH3:38])[CH2:32]4)=[N:22][CH:23]=[C:24]([C:26]([F:29])([F:28])[F:27])[CH:25]=3)[C@H:14]2[CH3:39])[CH:6]=[C:7]([C:9]([F:12])([F:11])[F:10])[CH:8]=1.[OH:42]O, predict the reaction product. The product is: [F:10][C:9]([F:12])([F:11])[C:7]1[CH:6]=[C:5]([C@H:13]2[O:17][C:16](=[O:18])[N:15]([CH2:19][C:20]3[C:21]([NH:30][CH:31]4[CH2:36][CH2:35][S:34](=[O:42])[CH:33]([CH2:37][CH3:38])[CH2:32]4)=[N:22][CH:23]=[C:24]([C:26]([F:28])([F:29])[F:27])[CH:25]=3)[C@H:14]2[CH3:39])[CH:4]=[C:3]([C:2]([F:1])([F:40])[F:41])[CH:8]=1. (7) Given the reactants [OH-].[K+].[Cl:3][C:4]1[CH:9]=[C:8]([N+:10]([O-:12])=[O:11])[CH:7]=[CH:6][C:5]=1F.[N:14]1[CH:19]=[CH:18][N:17]=[CH:16][C:15]=1[CH2:20][OH:21], predict the reaction product. The product is: [Cl:3][C:4]1[CH:9]=[C:8]([N+:10]([O-:12])=[O:11])[CH:7]=[CH:6][C:5]=1[O:21][CH2:20][C:15]1[CH:16]=[N:17][CH:18]=[CH:19][N:14]=1.